From a dataset of Full USPTO retrosynthesis dataset with 1.9M reactions from patents (1976-2016). Predict the reactants needed to synthesize the given product. (1) Given the product [OH:20][C:21]1[CH:22]=[CH:23][C:24]([O:25][C@@H:26]2[CH2:27][CH2:28][C@H:29]([N:32]3[C:37](=[O:38])[C:36]([CH2:39][C:40]4[CH:41]=[CH:42][C:43]([C:46]5[CH:51]=[CH:50][CH:49]=[CH:48][C:47]=5[C:52]5[NH:53][C:4](=[O:7])[O:5][N:3]=5)=[CH:44][CH:45]=4)=[C:35]([CH2:54][CH2:55][CH3:56])[N:34]4[N:57]=[CH:58][N:59]=[C:33]34)[CH2:30][CH2:31]2)=[CH:60][CH:61]=1, predict the reactants needed to synthesize it. The reactants are: [Cl-].O[NH3+:3].[C:4](=[O:7])([O-])[OH:5].[Na+].CS(C)=O.[Si]([O:20][C:21]1[CH:61]=[CH:60][C:24]([O:25][C@@H:26]2[CH2:31][CH2:30][C@H:29]([N:32]3[C:37](=[O:38])[C:36]([CH2:39][C:40]4[CH:45]=[CH:44][C:43]([C:46]5[C:47]([C:52]#[N:53])=[CH:48][CH:49]=[CH:50][CH:51]=5)=[CH:42][CH:41]=4)=[C:35]([CH2:54][CH2:55][CH3:56])[N:34]4[N:57]=[CH:58][N:59]=[C:33]34)[CH2:28][CH2:27]2)=[CH:23][CH:22]=1)(C(C)(C)C)(C)C. (2) Given the product [Br:22][C:23]1[CH:28]=[CH:27][C:26]([C:2]2[C:3]([C:16]3[CH:21]=[CH:20][CH:19]=[CH:18][CH:17]=3)=[N:4][C:5]3[C:10]([N:11]=2)=[CH:9][C:8]([C:12]([OH:14])=[O:13])=[CH:7][CH:6]=3)=[CH:25][CH:24]=1, predict the reactants needed to synthesize it. The reactants are: Br[C:2]1[C:3]([C:16]2[CH:21]=[CH:20][CH:19]=[CH:18][CH:17]=2)=[N:4][C:5]2[C:10]([N:11]=1)=[CH:9][C:8]([C:12]([O:14]C)=[O:13])=[CH:7][CH:6]=2.[Br:22][C:23]1[CH:28]=[CH:27][C:26](B(O)O)=[CH:25][CH:24]=1. (3) Given the product [Br:1][C:2]1[CH:3]=[N:4][CH:5]=[C:6]([CH:10]=1)[C:7]([NH:15][CH3:19])=[O:8], predict the reactants needed to synthesize it. The reactants are: [Br:1][C:2]1[CH:3]=[N:4][CH:5]=[C:6]([CH:10]=1)[C:7](O)=[O:8].Cl.CN.O[N:15]1[C:19]2C=CC=CC=2N=N1.Cl.CN(C)CCCN=C=NCC.CN1CCOCC1. (4) Given the product [F:1][C:2]1[CH:7]=[CH:6][C:5]([S:8]([C@@:11]2([C:28]3[CH:33]=[CH:32][C:31]([C:34]([F:43])([C:35]([F:36])([F:38])[F:37])[C:39]([F:40])([F:41])[F:42])=[CH:30][CH:29]=3)[CH2:15][CH2:14][N:13]([C:16]([C:18]3([C:26]([OH:45])=[O:27])[CH2:23][CH2:22][S:21](=[O:25])(=[O:24])[CH2:20][CH2:19]3)=[O:17])[CH2:12]2)(=[O:9])=[O:10])=[CH:4][CH:3]=1, predict the reactants needed to synthesize it. The reactants are: [F:1][C:2]1[CH:7]=[CH:6][C:5]([S:8]([C@@:11]2([C:28]3[CH:33]=[CH:32][C:31]([C:34]([F:43])([C:39]([F:42])([F:41])[F:40])[C:35]([F:38])([F:37])[F:36])=[CH:30][CH:29]=3)[CH2:15][CH2:14][N:13]([C:16]([C:18]3([CH:26]=[O:27])[CH2:23][CH2:22][S:21](=[O:25])(=[O:24])[CH2:20][CH2:19]3)=[O:17])[CH2:12]2)(=[O:10])=[O:9])=[CH:4][CH:3]=1.Cl([O-])=[O:45].[Na+].P([O-])(O)(O)=O.[K+].CC(=CC)C.CC(O)=O. (5) The reactants are: O[CH2:2][C:3]1[C:4]([CH3:17])=[C:5]([C@H:9]([C:11]2[NH:12][C:13](=[S:16])[NH:14][CH:15]=2)[CH3:10])[CH:6]=[CH:7][CH:8]=1.OCC1C(C)=C([C@@H](C2NC(=S)NC=2)C)C=CC=1. Given the product [CH3:17][C:4]1[C:3]([CH3:2])=[CH:8][CH:7]=[CH:6][C:5]=1[CH:9]([C:11]1[NH:12][C:13](=[S:16])[NH:14][CH:15]=1)[CH3:10], predict the reactants needed to synthesize it. (6) Given the product [C:20]([C:10]1[CH:9]=[C:8]([NH:7][C:5]([NH:26][C:27]2[C:36]3[C:31](=[CH:32][CH:33]=[CH:34][CH:35]=3)[C:30]([C:37]3[O:38][C:39]([CH2:42][N:43]4[CH2:44][CH2:45][O:46][CH2:47][CH2:48]4)=[CH:40][CH:41]=3)=[CH:29][CH:28]=2)=[O:6])[N:12]([C:13]2[CH:18]=[CH:17][C:16]([CH3:19])=[CH:15][CH:14]=2)[N:11]=1)([CH3:21])([CH3:23])[CH3:22], predict the reactants needed to synthesize it. The reactants are: ClC(Cl)(Cl)CO[C:5]([NH:7][C:8]1[N:12]([C:13]2[CH:18]=[CH:17][C:16]([CH3:19])=[CH:15][CH:14]=2)[N:11]=[C:10]([C:20]([CH3:23])([CH3:22])[CH3:21])[CH:9]=1)=[O:6].[NH2:26][C:27]1[C:36]2[C:31](=[CH:32][CH:33]=[CH:34][CH:35]=2)[C:30]([C:37]2[O:38][C:39]([CH2:42][N:43]3[CH2:48][CH2:47][O:46][CH2:45][CH2:44]3)=[CH:40][CH:41]=2)=[CH:29][CH:28]=1.C(N(C(C)C)CC)(C)C.CS(C)=O.